From a dataset of CYP2C19 inhibition data for predicting drug metabolism from PubChem BioAssay. Regression/Classification. Given a drug SMILES string, predict its absorption, distribution, metabolism, or excretion properties. Task type varies by dataset: regression for continuous measurements (e.g., permeability, clearance, half-life) or binary classification for categorical outcomes (e.g., BBB penetration, CYP inhibition). Dataset: cyp2c19_veith. (1) The molecule is CCCCc1nc(SCC(=O)Nc2ncccn2)n[nH]1. The result is 0 (non-inhibitor). (2) The molecule is c1ccc(CNc2ccnc(-c3ccoc3)n2)cc1. The result is 1 (inhibitor). (3) The compound is CCOc1cc(CN2CCN(c3ccc(C(C)=O)cc3)CC2)ccc1OC. The result is 0 (non-inhibitor). (4) The compound is CC(C)c1ccc(/C=C2\C=C(c3ccc4ccccc4c3)OC2=O)cc1. The result is 0 (non-inhibitor). (5) The molecule is CCO[P@]1(=O)OC[C@@H]2O[C@H](n3cnc4c(N)ncnc43)[C@H](O)[C@@H]2O1.c1ccccc1. The result is 0 (non-inhibitor). (6) The compound is CC(=O)Nc1ccc(NC2=Nc3ccccc3N3C2=Nc2c(c(C)nn2-c2ccccc2)C3c2ccccc2)cc1. The result is 1 (inhibitor). (7) The compound is C=C1CC[C@H](O)C/C1=C/C=C1\CCC[C@@]2(C)[C@H]([C@@H](C)/C=C\[C@@H](C)C(C)C)CC[C@@H]12. The result is 0 (non-inhibitor).